From a dataset of Catalyst prediction with 721,799 reactions and 888 catalyst types from USPTO. Predict which catalyst facilitates the given reaction. (1) Reactant: [NH2:1][C:2]1[CH:3]=[C:4]([CH:27]=[CH:28][CH:29]=1)[C:5]([NH:7][C:8]1[C:13]([I:14])=[CH:12][C:11]([C:15]([O:24][CH3:25])([C:20]([F:23])([F:22])[F:21])[C:16]([F:19])([F:18])[F:17])=[CH:10][C:9]=1[I:26])=[O:6].N1C=CC=CC=1.[C:36](Cl)(=[O:43])[C:37]1[CH:42]=[CH:41][CH:40]=[CH:39][CH:38]=1.O. Product: [F:22][C:20]([F:23])([F:21])[C:15]([C:11]1[CH:10]=[C:9]([I:26])[C:8]([NH:7][C:5](=[O:6])[C:4]2[CH:27]=[CH:28][CH:29]=[C:2]([NH:1][C:36]([C:37]3[CH:42]=[CH:41][CH:40]=[CH:39][CH:38]=3)=[O:43])[CH:3]=2)=[C:13]([I:14])[CH:12]=1)([O:24][CH3:25])[C:16]([F:17])([F:18])[F:19]. The catalyst class is: 1. (2) Reactant: C1(P(C2C=CC=CC=2)C2C=CC=CC=2)C=CC=CC=1.COCCOC(N=NC(OCCOC)=O)=O.[OH:36][CH2:37][CH2:38][N:39]1[C:43]([SH:44])=[N:42][N:41]=[N:40]1.O. Product: [N:40]1[N:39]2[CH2:38][CH2:37][S:44][C:43]2=[N:42][N:41]=1.[OH:36][CH2:37][CH2:38][N:39]1[C:43]([SH:44])=[N:42][N:41]=[N:40]1. The catalyst class is: 1. (3) Reactant: [NH2:1][C:2]1[CH:7]=[CH:6][C:5]([C:8]([OH:17])([C:13]([F:16])([F:15])[F:14])[C:9]([F:12])([F:11])[F:10])=[CH:4][CH:3]=1.[Cl:18][C:19]1[CH:26]=[C:25]([Cl:27])[CH:24]=[CH:23][C:20]=1[CH:21]=O.C(O)(=O)C.C([BH3-])#N.[Na+]. Product: [Cl:18][C:19]1[CH:26]=[C:25]([Cl:27])[CH:24]=[CH:23][C:20]=1[CH2:21][NH:1][C:2]1[CH:3]=[CH:4][C:5]([C:8]([OH:17])([C:9]([F:10])([F:11])[F:12])[C:13]([F:14])([F:15])[F:16])=[CH:6][CH:7]=1. The catalyst class is: 5. (4) Reactant: [CH3:1][O:2][C:3](=[O:12])[C:4]1[C:9]([CH3:10])=[CH:8][CH:7]=[CH:6][C:5]=1[NH2:11].Cl[C:14](Cl)([O:16]C(=O)OC(Cl)(Cl)Cl)Cl. Product: [CH3:1][O:2][C:3](=[O:12])[C:4]1[C:9]([CH3:10])=[CH:8][CH:7]=[CH:6][C:5]=1[N:11]=[C:14]=[O:16]. The catalyst class is: 11. (5) Reactant: C1C(=O)N([Cl:8])C(=O)C1.[CH3:9][O:10][C:11]1[S:15][C:14]([C:16]([O:18]C)=[O:17])=[CH:13][C:12]=1[C:20]1[N:24]([CH3:25])[N:23]=[CH:22][CH:21]=1.[OH-].[Na+]. Product: [Cl:8][C:21]1[CH:22]=[N:23][N:24]([CH3:25])[C:20]=1[C:12]1[CH:13]=[C:14]([C:16]([OH:18])=[O:17])[S:15][C:11]=1[O:10][CH3:9]. The catalyst class is: 7. (6) The catalyst class is: 1. Product: [CH:1]1([CH2:7][C:8]([NH:59][C:57]2[S:56][C:46]3[C:47]([N:50]4[CH2:55][CH2:54][O:53][CH2:52][CH2:51]4)=[N:48][CH:49]=[C:44]([O:43][CH3:42])[C:45]=3[N:58]=2)=[O:10])[CH2:2][CH2:3][CH2:4][CH2:5][CH2:6]1. Reactant: [CH:1]1([CH2:7][C:8]([OH:10])=O)[CH2:6][CH2:5][CH2:4][CH2:3][CH2:2]1.CN(C(ON1N=NC2C=CC=NC1=2)=[N+](C)C)C.F[P-](F)(F)(F)(F)F.CN1CCOCC1.[CH3:42][O:43][C:44]1[C:45]2[N:58]=[C:57]([NH2:59])[S:56][C:46]=2[C:47]([N:50]2[CH2:55][CH2:54][O:53][CH2:52][CH2:51]2)=[N:48][CH:49]=1. (7) Reactant: C(OCCCC)CCC.[C:10]1([Li])[CH:15]=[CH:14][CH:13]=[CH:12][CH:11]=1.C(OCC)C.[CH3:22][C:23]1[CH:28]=[N:27][CH:26]=[C:25]([CH3:29])[N:24]=1. Product: [CH3:22][C:23]1[C:28]([C:10]2[CH:15]=[CH:14][CH:13]=[CH:12][CH:11]=2)=[N:27][CH:26]=[C:25]([CH3:29])[N:24]=1. The catalyst class is: 6. (8) The catalyst class is: 22. Product: [Cl:1][C:2]1[CH:3]=[C:4]([CH:24]=[CH:25][CH:26]=1)[CH2:5][O:6][C:7]1[CH:16]=[C:15]2[C:10]([CH:11]=[C:12]([CH2:18][C:19]([O:21][CH2:22][CH3:23])=[O:20])[C:13](=[O:17])[NH:14]2)=[CH:9][CH:8]=1. Reactant: [Cl:1][C:2]1[CH:3]=[C:4]([CH:24]=[CH:25][CH:26]=1)[CH2:5][O:6][C:7]1[CH:16]=[C:15]2[C:10]([CH2:11][CH:12]([CH2:18][C:19]([O:21][CH2:22][CH3:23])=[O:20])[C:13](=[O:17])[NH:14]2)=[CH:9][CH:8]=1.ClC1C(=O)C(C#N)=C(C#N)C(=O)C=1Cl.C([O-])(O)=O.[Na+]. (9) Reactant: O.O.[C:3]([OH:8])(=[O:7])[C:4]([OH:6])=[O:5].[CH3:9][N:10]([CH2:12][CH2:13][CH2:14][C@@:15]1([C:26]2[CH:27]=[CH:28][C:29]([F:32])=[CH:30][CH:31]=2)[O:23][CH2:22][C:21]2[CH:20]=[C:19]([C:24]#[N:25])[CH:18]=[CH:17][C:16]1=2)[CH3:11]. Product: [CH3:9][N:10]([CH2:12][CH2:13][CH2:14][C@@:15]1([C:26]2[CH:31]=[CH:30][C:29]([F:32])=[CH:28][CH:27]=2)[O:23][CH2:22][C:21]2[CH:20]=[C:19]([C:24]#[N:25])[CH:18]=[CH:17][C:16]1=2)[CH3:11].[C:4]([OH:6])([C:3]([OH:8])=[O:7])=[O:5]. The catalyst class is: 41.